Dataset: Forward reaction prediction with 1.9M reactions from USPTO patents (1976-2016). Task: Predict the product of the given reaction. (1) The product is: [F:1][CH:2]([F:27])[C:3]1[CH:26]=[CH:25][C:6]([O:7][C:8]2[C:13]3[CH:14]=[C:15]([C:17]([N:29]([CH3:30])[CH3:28])=[O:18])[O:16][C:12]=3[CH:11]=[C:10]([C:20]([O:22][CH2:23][CH3:24])=[O:21])[CH:9]=2)=[CH:5][CH:4]=1. Given the reactants [F:1][CH:2]([F:27])[C:3]1[CH:26]=[CH:25][C:6]([O:7][C:8]2[C:13]3[CH:14]=[C:15]([C:17](O)=[O:18])[O:16][C:12]=3[CH:11]=[C:10]([C:20]([O:22][CH2:23][CH3:24])=[O:21])[CH:9]=2)=[CH:5][CH:4]=1.[CH3:28][N:29](C(ON1N=NC2C=CC=NC1=2)=[N+](C)C)[CH3:30].F[P-](F)(F)(F)(F)F.CCN(C(C)C)C(C)C.Cl.CNC, predict the reaction product. (2) Given the reactants [CH3:1][S:2]([NH:5][C@H:6]([C:8]1[CH:16]=[CH:15][C:11]([C:12]([OH:14])=O)=[CH:10][CH:9]=1)[CH3:7])(=[O:4])=[O:3].[CH3:17][C:18]1[C:19]([N:25]2[CH2:30][CH2:29][NH:28][CH2:27][CH2:26]2)=[N:20][CH:21]=[C:22]([CH3:24])[CH:23]=1, predict the reaction product. The product is: [CH3:17][C:18]1[C:19]([N:25]2[CH2:26][CH2:27][N:28]([C:12]([C:11]3[CH:10]=[CH:9][C:8]([C@@H:6]([NH:5][S:2]([CH3:1])(=[O:3])=[O:4])[CH3:7])=[CH:16][CH:15]=3)=[O:14])[CH2:29][CH2:30]2)=[N:20][CH:21]=[C:22]([CH3:24])[CH:23]=1. (3) Given the reactants [Cl:1][C:2]1[CH:3]=[C:4]([CH2:9][C:10]([OH:12])=[O:11])[CH:5]=[C:6]([OH:8])[CH:7]=1.[CH3:13][S:14]([C:17]1[CH:22]=[CH:21][C:20](F)=[C:19]([Cl:24])[CH:18]=1)(=[O:16])=[O:15].C(=O)([O-])[O-].[Cs+].[Cs+].CN1C(=O)CCC1, predict the reaction product. The product is: [Cl:1][C:2]1[CH:3]=[C:4]([CH2:9][C:10]([OH:12])=[O:11])[CH:5]=[C:6]([O:8][C:20]2[CH:21]=[CH:22][C:17]([S:14]([CH3:13])(=[O:16])=[O:15])=[CH:18][C:19]=2[Cl:24])[CH:7]=1. (4) Given the reactants Br[C:2]1[CH:3]=[N:4][CH:5]=[C:6]2[C:11]=1[N:10]=[C:9]([C:12]([NH2:14])=[O:13])[CH:8]=[CH:7]2.[CH3:15][S:16]([C:19]1[CH:24]=[CH:23][C:22](B(O)O)=[CH:21][CH:20]=1)(=[O:18])=[O:17].C(=O)([O-])[O-].[Cs+].[Cs+], predict the reaction product. The product is: [CH3:15][S:16]([C:19]1[CH:24]=[CH:23][C:22]([C:2]2[CH:3]=[N:4][CH:5]=[C:6]3[C:11]=2[N:10]=[C:9]([C:12]([NH2:14])=[O:13])[CH:8]=[CH:7]3)=[CH:21][CH:20]=1)(=[O:18])=[O:17].